Task: Predict the reactants needed to synthesize the given product.. Dataset: Full USPTO retrosynthesis dataset with 1.9M reactions from patents (1976-2016) Given the product [NH2:35][C:32]1[N:33]=[CH:34][C:29]([C:2]2[CH:3]=[CH:4][N:5]3[C:10]([C:11]=2[CH3:12])=[C:9]([CH:13]2[CH2:15][CH2:14]2)[CH:8]=[C:7]([C:16]([O:18][CH3:19])=[O:17])[C:6]3=[O:20])=[CH:30][CH:31]=1, predict the reactants needed to synthesize it. The reactants are: Cl[C:2]1[CH:3]=[CH:4][N:5]2[C:10]([C:11]=1[CH3:12])=[C:9]([CH:13]1[CH2:15][CH2:14]1)[CH:8]=[C:7]([C:16]([O:18][CH3:19])=[O:17])[C:6]2=[O:20].CC1(C)C(C)(C)OB([C:29]2[CH:30]=[CH:31][C:32]([NH2:35])=[N:33][CH:34]=2)O1.